Dataset: Full USPTO retrosynthesis dataset with 1.9M reactions from patents (1976-2016). Task: Predict the reactants needed to synthesize the given product. (1) Given the product [CH3:26][C:23]1[CH:24]=[CH:25][C:20]([C:17]2[O:16][C:15]([NH:14][C:11]3[CH:10]=[CH:9][CH:8]=[C:7]4[C:12]=3[CH2:13][C:4](=[O:3])[CH2:5][CH2:6]4)=[N:19][CH:18]=2)=[CH:21][CH:22]=1, predict the reactants needed to synthesize it. The reactants are: C([O:3][C:4]1[CH2:13][C:12]2[C:11]([NH:14][C:15]3[O:16][C:17]([C:20]4[CH:25]=[CH:24][C:23]([CH3:26])=[CH:22][CH:21]=4)=[CH:18][N:19]=3)=[CH:10][CH:9]=[CH:8][C:7]=2[CH2:6][CH:5]=1)C.C(OC1CC2C(NC3OC(C4C=CC(C(F)(F)F)=CC=4)=CN=3)=CC=CC=2CC=1)C. (2) Given the product [OH:23][C@@:16]1([C:15]#[C:14][C:10]2[CH:9]=[C:8]([C:6]3[N:5]=[C:4]([C:24]([O:26][CH2:27][CH3:28])=[O:25])[CH:3]=[C:2]([C:34]4[CH:39]=[N:38][CH:37]=[CH:36][N:35]=4)[N:7]=3)[CH:13]=[CH:12][CH:11]=2)[CH2:20][CH2:19][N:18]([CH3:21])[C:17]1=[O:22], predict the reactants needed to synthesize it. The reactants are: Cl[C:2]1[N:7]=[C:6]([C:8]2[CH:13]=[CH:12][CH:11]=[C:10]([C:14]#[C:15][C@:16]3([OH:23])[CH2:20][CH2:19][N:18]([CH3:21])[C:17]3=[O:22])[CH:9]=2)[N:5]=[C:4]([C:24]([O:26][CH2:27][CH3:28])=[O:25])[CH:3]=1.C([Sn](CCCC)(CCCC)[C:34]1[CH:39]=[N:38][CH:37]=[CH:36][N:35]=1)CCC. (3) Given the product [CH3:5][C:2]([C:6]1[NH:7][C:8]2[C:13]([C:14]=1[CH2:15][CH2:16][NH2:17])=[CH:12][CH:11]=[CH:10][CH:9]=2)([CH3:1])[CH:3]=[CH2:4], predict the reactants needed to synthesize it. The reactants are: [CH3:1][C:2]([C:6]1[NH:7][C:8]2[C:13]([C:14]=1[CH2:15][CH2:16][N:17]1C(=O)C3C(=CC=CC=3)C1=O)=[CH:12][CH:11]=[CH:10][CH:9]=2)([CH3:5])[CH:3]=[CH2:4]. (4) Given the product [CH:14]1([C:2]2[N:9]=[C:8]([C:10]([F:13])([F:12])[F:11])[CH:7]=[CH:6][C:3]=2[CH:4]=[O:5])[CH2:16][CH2:15]1, predict the reactants needed to synthesize it. The reactants are: Cl[C:2]1[N:9]=[C:8]([C:10]([F:13])([F:12])[F:11])[CH:7]=[CH:6][C:3]=1[CH:4]=[O:5].[CH:14]1(B(O)O)[CH2:16][CH2:15]1.C(=O)([O-])[O-].[Na+].[Na+]. (5) Given the product [Br:1][C:2]1[CH:3]=[C:4]2[C:8](=[C:9]([CH3:11])[CH:10]=1)[N:7]([S:21]([C:24]1[CH:36]=[CH:35][C:27]([O:28][CH2:29][C:30]([O:32][CH2:33][CH3:34])=[O:31])=[C:26]([CH3:37])[CH:25]=1)(=[O:23])=[O:22])[CH2:6][CH:5]2[CH3:12], predict the reactants needed to synthesize it. The reactants are: [Br:1][C:2]1[CH:3]=[C:4]2[C:8](=[C:9]([CH3:11])[CH:10]=1)[NH:7][CH2:6][CH:5]2[CH3:12].C(N(CC)CC)C.Cl[S:21]([C:24]1[CH:36]=[CH:35][C:27]([O:28][CH2:29][C:30]([O:32][CH2:33][CH3:34])=[O:31])=[C:26]([CH3:37])[CH:25]=1)(=[O:23])=[O:22]. (6) Given the product [Br:12][C:5]1[C:6]([NH2:9])=[N:7][CH:8]=[C:3]([C:2]([F:1])([F:10])[F:11])[CH:4]=1, predict the reactants needed to synthesize it. The reactants are: [F:1][C:2]([F:11])([F:10])[C:3]1[CH:4]=[CH:5][C:6]([NH2:9])=[N:7][CH:8]=1.[Br:12]Br.[OH-].[Na+]. (7) Given the product [OH:1][C@@H:2]1[CH2:6][C@H:5]([OH:7])[C@H:4]([CH2:8]/[CH:9]=[CH:10]\[CH2:11][CH2:12][CH2:13][C:14]([O:16][CH2:53][CH2:52][CH2:51][O:50][C:48](=[O:49])[CH2:47][O:46][C:45]2[CH:55]=[CH:56][CH:57]=[C:43]([CH:41]=[O:42])[CH:44]=2)=[O:15])[C@H:3]1[CH2:17][CH2:18][C@@H:19]([OH:28])[CH2:20][CH2:21][C:22]1[CH:23]=[CH:24][CH:25]=[CH:26][CH:27]=1, predict the reactants needed to synthesize it. The reactants are: [OH:1][C@@H:2]1[CH2:6][C@H:5]([OH:7])[C@H:4]([CH2:8]/[CH:9]=[CH:10]\[CH2:11][CH2:12][CH2:13][C:14]([OH:16])=[O:15])[C@H:3]1[CH2:17][CH2:18][C@@H:19]([OH:28])[CH2:20][CH2:21][C:22]1[CH:27]=[CH:26][CH:25]=[CH:24][CH:23]=1.[Br-].C1CCN2C(=NCCC2)CC1.[CH:41]([C:43]1[CH:44]=[C:45]([CH:55]=[CH:56][CH:57]=1)[O:46][CH2:47][C:48]([O:50][CH2:51][CH2:52][CH2:53]Br)=[O:49])=[O:42]. (8) Given the product [Br:1][C:2]1[C:11]2[C:29](=[CH:30][CH:31]=[C:32]([O:28][CH3:15])[CH:10]=2)[CH:5]=[CH:4][CH:3]=1, predict the reactants needed to synthesize it. The reactants are: [Br:1][C:2]1[C:11]2C(=CC(OC)=C[CH:10]=2)[CH2:5][CH2:4][CH:3]=1.Cl[C:15]1C(=O)C(C#N)=C(C#N)C(=O)C=1Cl.[O:28]1[CH2:32][CH2:31][CH2:30][CH2:29]1.